This data is from Catalyst prediction with 721,799 reactions and 888 catalyst types from USPTO. The task is: Predict which catalyst facilitates the given reaction. (1) The catalyst class is: 4. Reactant: [Cl:1][C:2]1[CH:7]=[CH:6][C:5]([Cl:8])=[CH:4][C:3]=1[S:9](Cl)(=[O:11])=[O:10].N1C=CC=CC=1.[NH2:19][C:20]1[CH:21]=[C:22]2[C:27](=[CH:28][CH:29]=1)[N:26]=[C:25]([CH3:30])[CH:24]=[CH:23]2.C([O-])(O)=O.[Na+]. Product: [Cl:1][C:2]1[CH:7]=[CH:6][C:5]([Cl:8])=[CH:4][C:3]=1[S:9]([NH:19][C:20]1[CH:21]=[C:22]2[C:27](=[CH:28][CH:29]=1)[N:26]=[C:25]([CH3:30])[CH:24]=[CH:23]2)(=[O:11])=[O:10]. (2) Reactant: C([NH:8][C@@H:9]([C:13]([N:15]1[CH2:20][CH2:19][CH:18]([CH:21]2[CH2:26][CH2:25][N:24]([CH3:27])[CH2:23][CH2:22]2)[CH2:17][CH2:16]1)=[O:14])[CH:10]([CH3:12])[CH3:11])(OC(C)(C)C)=O.[ClH:28]. Product: [ClH:28].[ClH:28].[NH2:8][C@@H:9]([C:13]([N:15]1[CH2:20][CH2:19][CH:18]([CH:21]2[CH2:22][CH2:23][N:24]([CH3:27])[CH2:25][CH2:26]2)[CH2:17][CH2:16]1)=[O:14])[CH:10]([CH3:11])[CH3:12]. The catalyst class is: 5. (3) Reactant: [F:1][C:2]([F:28])([F:27])[C:3]1[CH:4]=[C:5]([C:9]2[C:19]3[O:18][CH2:17][CH2:16][N:15](C(OC(C)(C)C)=O)[CH2:14][C:13]=3[CH:12]=[CH:11][CH:10]=2)[CH:6]=[CH:7][CH:8]=1.C(OCC)(=O)C.[ClH:35]. Product: [ClH:35].[F:28][C:2]([F:1])([F:27])[C:3]1[CH:4]=[C:5]([C:9]2[C:19]3[O:18][CH2:17][CH2:16][NH:15][CH2:14][C:13]=3[CH:12]=[CH:11][CH:10]=2)[CH:6]=[CH:7][CH:8]=1. The catalyst class is: 13. (4) Reactant: [F:1][C:2]1[CH:3]=[C:4]([OH:11])[CH:5]=[CH:6][C:7]=1[N+:8]([O-:10])=[O:9].Cl.[CH3:13][N:14]([CH3:18])[CH2:15][CH2:16]Cl.C(=O)([O-])[O-].[K+].[K+]. Product: [F:1][C:2]1[CH:3]=[C:4]([CH:5]=[CH:6][C:7]=1[N+:8]([O-:10])=[O:9])[O:11][CH2:16][CH2:15][N:14]([CH3:18])[CH3:13]. The catalyst class is: 131. (5) Reactant: [C:1]([NH:5][CH2:6][C:7]1[CH:8]=[C:9]2[C:14](=[CH:15][CH:16]=1)[C@H:13]([NH:17]C(=O)OC(C)(C)C)[CH2:12][CH2:11][CH2:10]2)([CH3:4])([CH3:3])[CH3:2]. Product: [C:1]([NH:5][CH2:6][C:7]1[CH:8]=[C:9]2[C:14](=[CH:15][CH:16]=1)[C@H:13]([NH2:17])[CH2:12][CH2:11][CH2:10]2)([CH3:4])([CH3:2])[CH3:3]. The catalyst class is: 601. (6) Reactant: [NH2:1][C:2]1[CH:7]=[CH:6][N:5]=[CH:4][CH:3]=1.Cl[C:9]([O:11][CH2:12][CH3:13])=[O:10]. Product: [CH2:12]([O:11][C:9]([NH:1][C:2]1[CH:7]=[CH:6][N:5]=[CH:4][CH:3]=1)=[O:10])[CH3:13]. The catalyst class is: 298. (7) Reactant: [CH3:1][C:2]([OH:12])([CH2:6][CH2:7][CH:8]=[C:9]([CH3:11])[CH3:10])[C:3]#[C:4][CH3:5].[H-].[H-].[H-].[H-].[Li+].[Al+3]. Product: [CH3:1][C:2]([OH:12])([CH2:6][CH2:7][CH:8]=[C:9]([CH3:11])[CH3:10])/[CH:3]=[CH:4]/[CH3:5]. The catalyst class is: 1.